Dataset: Catalyst prediction with 721,799 reactions and 888 catalyst types from USPTO. Task: Predict which catalyst facilitates the given reaction. (1) Reactant: [CH3:1][N:2]([CH:10]1[CH2:15][CH2:14][C:13]([C:16]2[C:24]3[C:19](=[CH:20][C:21]([NH:25][C:26]([C:28]4[S:29][CH:30]=[CH:31][CH:32]=4)=[NH:27])=[CH:22][CH:23]=3)[NH:18][CH:17]=2)=[CH:12][CH2:11]1)C(=O)OC(C)(C)C.C(O)(C(F)(F)F)=O. Product: [CH3:1][NH:2][CH:10]1[CH2:15][CH2:14][C:13]([C:16]2[C:24]3[C:19](=[CH:20][C:21]([NH:25][C:26]([C:28]4[S:29][CH:30]=[CH:31][CH:32]=4)=[NH:27])=[CH:22][CH:23]=3)[NH:18][CH:17]=2)=[CH:12][CH2:11]1. The catalyst class is: 2. (2) Reactant: [Cl:1][C:2]1[CH:3]=[C:4]([CH:18]=[C:19]([S:22][CH3:23])[C:20]=1[OH:21])[C:5]([N:7]1[C:11]2[CH:12]=[CH:13][CH:14]=[CH:15][C:10]=2[S:9](=[O:17])(=[O:16])[CH2:8]1)=[O:6].[OH:24]OS([O-])=O.[K+].Cl. Product: [Cl:1][C:2]1[CH:3]=[C:4]([CH:18]=[C:19]([S:22]([CH3:23])=[O:24])[C:20]=1[OH:21])[C:5]([N:7]1[C:11]2[CH:12]=[CH:13][CH:14]=[CH:15][C:10]=2[S:9](=[O:17])(=[O:16])[CH2:8]1)=[O:6]. The catalyst class is: 30. (3) Reactant: [F:1][C:2]1[CH:36]=[C:35]([NH:37][C:38]([NH:40][C:41](=[O:50])[CH2:42][C:43]2[CH:48]=[CH:47][C:46]([F:49])=[CH:45][CH:44]=2)=[S:39])[CH:34]=[CH:33][C:3]=1[O:4][C:5]1[CH:10]=[CH:9][N:8]=[C:7]2[CH:11]=[C:12]([C:14]3[N:19]=[CH:18][C:17]([CH2:20][N:21]([CH2:29][CH2:30][O:31][CH3:32])C(=O)OC(C)(C)C)=[CH:16][CH:15]=3)[S:13][C:6]=12. Product: [F:1][C:2]1[CH:36]=[C:35]([NH:37][C:38]([NH:40][C:41](=[O:50])[CH2:42][C:43]2[CH:44]=[CH:45][C:46]([F:49])=[CH:47][CH:48]=2)=[S:39])[CH:34]=[CH:33][C:3]=1[O:4][C:5]1[CH:10]=[CH:9][N:8]=[C:7]2[CH:11]=[C:12]([C:14]3[CH:15]=[CH:16][C:17]([CH2:20][NH:21][CH2:29][CH2:30][O:31][CH3:32])=[CH:18][N:19]=3)[S:13][C:6]=12. The catalyst class is: 67. (4) Reactant: C([O:8][C:9]1[N:10]=[N:11][C:12](/[CH:23]=[CH:24]/[C:25]2[CH:30]=[C:29]([F:31])[CH:28]=[C:27]([F:32])[CH:26]=2)=[CH:13][C:14]=1[O:15]CC1C=CC=CC=1)C1C=CC=CC=1. Product: [F:32][C:27]1[CH:26]=[C:25]([CH2:24][CH2:23][C:12]2[CH:13]=[C:14]([OH:15])[C:9](=[O:8])[NH:10][N:11]=2)[CH:30]=[C:29]([F:31])[CH:28]=1. The catalyst class is: 349. (5) The catalyst class is: 7. Reactant: ClC(Cl)(O[C:5](=[O:11])OC(Cl)(Cl)Cl)Cl.C(N(CC)CC)C.[NH2:20][C:21]1[CH:26]=[CH:25][C:24]([C:27]2[C:35]3[C:30](=[CH:31][CH:32]=[CH:33][CH:34]=3)[NH:29][C:28]=2[C:36]([NH2:38])=[O:37])=[CH:23][CH:22]=1.[C:39]([C:43]1[CH:44]=[C:45]([NH2:55])[N:46]([C:48]2[CH:53]=[CH:52][C:51]([CH3:54])=[CH:50][CH:49]=2)[N:47]=1)([CH3:42])([CH3:41])[CH3:40]. Product: [C:39]([C:43]1[CH:44]=[C:45]([NH:55][C:5](=[O:11])[NH:20][C:21]2[CH:22]=[CH:23][C:24]([C:27]3[C:35]4[C:30](=[CH:31][CH:32]=[CH:33][CH:34]=4)[NH:29][C:28]=3[C:36]([NH2:38])=[O:37])=[CH:25][CH:26]=2)[N:46]([C:48]2[CH:49]=[CH:50][C:51]([CH3:54])=[CH:52][CH:53]=2)[N:47]=1)([CH3:42])([CH3:41])[CH3:40]. (6) Reactant: [CH3:1][N:2]([CH3:16])[C:3]1[CH:4]=[CH:5][C:6]2[CH:13]([OH:14])[CH2:12][CH2:11][CH2:10][CH:9]=[CH:8][C:7]=2[CH:15]=1.C(C1C(=O)C(Cl)=C(Cl)C(=O)C=1C#N)#N. Product: [CH3:1][N:2]([CH3:16])[C:3]1[CH:4]=[CH:5][C:6]2[C:13](=[O:14])[CH2:12][CH2:11][CH2:10][CH:9]=[CH:8][C:7]=2[CH:15]=1. The catalyst class is: 2. (7) The catalyst class is: 10. Reactant: [Cl-].[Mg+2].[Cl-].[CH2:4]([N:6](CC)CC)C.[Br:11][C:12]1[N:17]=[C:16]([C:18]([Cl:20])=[O:19])[CH:15]=[CH:14][CH:13]=1. Product: [ClH:20].[NH2:6][CH2:4][C:18]([C:16]1[CH:15]=[CH:14][CH:13]=[C:12]([Br:11])[N:17]=1)=[O:19].